Dataset: Forward reaction prediction with 1.9M reactions from USPTO patents (1976-2016). Task: Predict the product of the given reaction. (1) Given the reactants [C:1]12([CH2:11][O:12][C:13]3[C:21]([F:22])=[CH:20][C:16]([C:17]([OH:19])=O)=[C:15]([F:23])[C:14]=3[Cl:24])[CH2:10][CH:5]3[CH2:6][CH:7]([CH2:9][CH:3]([CH2:4]3)[CH2:2]1)[CH2:8]2.[N:25]1([S:29]([NH2:32])(=[O:31])=[O:30])[CH2:28][CH2:27][CH2:26]1, predict the reaction product. The product is: [C:1]12([CH2:11][O:12][C:13]3[C:21]([F:22])=[CH:20][C:16]([C:17]([NH:32][S:29]([N:25]4[CH2:28][CH2:27][CH2:26]4)(=[O:31])=[O:30])=[O:19])=[C:15]([F:23])[C:14]=3[Cl:24])[CH2:2][CH:3]3[CH2:9][CH:7]([CH2:6][CH:5]([CH2:4]3)[CH2:10]1)[CH2:8]2. (2) Given the reactants [NH2:1][CH:2]1[CH2:7][CH2:6][CH:5]([OH:8])[CH2:4][CH2:3]1.Cl[C:10](OC1C=CC([N+]([O-])=O)=CC=1)=[O:11].C(N(C(C)C)CC)(C)C.[Cl:31][C:32]1[CH:41]=[C:40]2[C:35]([C:36]([N:42]3[CH2:47][CH2:46][NH:45][CH2:44][CH2:43]3)=[CH:37][CH:38]=[N:39]2)=[CH:34][CH:33]=1, predict the reaction product. The product is: [Cl:31][C:32]1[CH:41]=[C:40]2[C:35]([C:36]([N:42]3[CH2:47][CH2:46][N:45]([C:10]([NH:1][CH:2]4[CH2:7][CH2:6][CH:5]([OH:8])[CH2:4][CH2:3]4)=[O:11])[CH2:44][CH2:43]3)=[CH:37][CH:38]=[N:39]2)=[CH:34][CH:33]=1. (3) Given the reactants [Cl:1][C:2]1[CH:3]=[C:4]2[N:22](COCC[Si](C)(C)C)[C:21]([NH:31][C@H:32]3[CH2:36][O:35][C@@H:34]4[C@H:37]([NH:40]C(=O)OC(C)(C)C)[CH2:38][O:39][C@H:33]34)=[N:20][C:5]2=[N:6][C:7]=1[C:8]1[CH:13]=[CH:12][C:11]([C:14]2[CH:19]=[CH:18][CH:17]=[CH:16][CH:15]=2)=[CH:10][CH:9]=1.C(Cl)Cl.[C:51]([OH:57])([C:53]([F:56])([F:55])[F:54])=[O:52], predict the reaction product. The product is: [F:54][C:53]([F:56])([F:55])[C:51]([OH:57])=[O:52].[Cl:1][C:2]1[CH:3]=[C:4]2[NH:22][C:21]([NH:31][C@@H:32]3[C@H:33]4[O:39][CH2:38][C@@H:37]([NH2:40])[C@H:34]4[O:35][CH2:36]3)=[N:20][C:5]2=[N:6][C:7]=1[C:8]1[CH:13]=[CH:12][C:11]([C:14]2[CH:15]=[CH:16][CH:17]=[CH:18][CH:19]=2)=[CH:10][CH:9]=1. (4) The product is: [Cl:1][C:2]1[CH:7]=[C:6]([C:8]2[N:12]=[N:11][N:10]([CH3:26])[N:9]=2)[CH:5]=[CH:4][C:3]=1[NH:13][C:14]1[N:19]=[C:18]([NH:20][CH3:21])[C:17]([C:22]([F:24])([F:25])[F:23])=[CH:16][N:15]=1. Given the reactants [Cl:1][C:2]1[CH:7]=[C:6]([C:8]2[N:9]=[N:10][NH:11][N:12]=2)[CH:5]=[CH:4][C:3]=1[NH:13][C:14]1[N:19]=[C:18]([NH:20][CH3:21])[C:17]([C:22]([F:25])([F:24])[F:23])=[CH:16][N:15]=1.[C:26]([O-])([O-])=O.[K+].[K+].CI, predict the reaction product. (5) Given the reactants ClC1N=C(Cl)C=CC=1C(N)=O.[N:12]1([CH2:17][CH2:18][C:19]2[CH:25]=[CH:24][C:22]([NH2:23])=[CH:21][CH:20]=2)[CH2:16][CH2:15][CH2:14][CH2:13]1.CC1(C)C(C)(C)OB(C2CN(C(OC(C)(C)C)=O)CCC=2)O1.[C:48]([C:51]1[CH:52]=[CH:53][C:54]([C:71]2[CH2:76]CN(C(OC(C)(C)C)=O)[CH2:73][CH:72]=2)=[N:55][C:56]=1NC1C=CC(CCN2CCCC2)=CC=1)(=[O:50])[NH2:49].O(C1C=C(C=CC=1)[O:94][C:95]1[N:103]=[CH:102]C(C2CCNCC2)=C[C:96]=1[C:97](N)=O)C1C=CC=CC=1, predict the reaction product. The product is: [C:95]([N:103]1[CH2:102][CH2:73][CH:72]=[C:71]([C:54]2[CH:53]=[CH:52][C:51]([C:48]([NH2:49])=[O:50])=[C:56]([NH:23][C:22]3[CH:21]=[CH:20][C:19]([CH2:18][CH2:17][N:12]4[CH2:16][CH2:15][CH2:14][CH2:13]4)=[CH:25][CH:24]=3)[N:55]=2)[CH2:76]1)(=[O:94])[CH:96]=[CH2:97]. (6) The product is: [CH2:1]([O:3][C:4]([C:6]1[CH2:11][C@H:10]([N:12]=[N+:13]=[N-:14])[C@@H:9]([NH:15][C:23](=[O:24])[CH3:22])[C@H:8]([O:16][CH:17]([CH2:18][CH3:19])[CH2:20][CH3:21])[CH:7]=1)=[O:5])[CH3:2]. Given the reactants [CH2:1]([O:3][C:4]([C:6]1[CH2:11][C@H:10]([N:12]=[N+:13]=[N-:14])[C@@H:9]([NH2:15])[C@H:8]([O:16][CH:17]([CH2:20][CH3:21])[CH2:18][CH3:19])[CH:7]=1)=[O:5])[CH3:2].[CH3:22][CH2:23][O:24]C(C)=O.C([O-])(O)=O.[Na+].C(OC(=O)C)(=O)C, predict the reaction product. (7) Given the reactants [O:1]=[C:2]1[N:10](COCC[Si](C)(C)C)[C:5]2=[N:6][CH:7]=[CH:8][CH:9]=[C:4]2[C@@:3]21[CH2:30][C:21]1=[N:22][CH:23]=[C:24]([C:26]([O:28]C)=[O:27])[CH:25]=[C:20]1[CH2:19]2.Cl.[OH-].[Na+], predict the reaction product. The product is: [O:1]=[C:2]1[NH:10][C:5]2=[N:6][CH:7]=[CH:8][CH:9]=[C:4]2[C@@:3]21[CH2:30][C:21]1=[N:22][CH:23]=[C:24]([C:26]([OH:28])=[O:27])[CH:25]=[C:20]1[CH2:19]2. (8) Given the reactants CS(O[CH:6]1[CH2:9][N:8]([CH:10]([C:17]2[CH:22]=[CH:21][CH:20]=[CH:19][CH:18]=2)[C:11]2[CH:16]=[CH:15][CH:14]=[CH:13][CH:12]=2)[CH2:7]1)(=O)=O.C([O-])([O-])=O.[K+].[K+].[C:29]([CH:32]1[NH:37][CH2:36][CH2:35][N:34]([C:38]([O:40][C:41]([CH3:44])([CH3:43])[CH3:42])=[O:39])[CH2:33]1)(=[O:31])[NH2:30], predict the reaction product. The product is: [CH:10]([N:8]1[CH2:9][CH:6]([N:37]2[CH2:36][CH2:35][N:34]([C:38]([O:40][C:41]([CH3:42])([CH3:43])[CH3:44])=[O:39])[CH2:33][CH:32]2[C:29](=[O:31])[NH2:30])[CH2:7]1)([C:17]1[CH:22]=[CH:21][CH:20]=[CH:19][CH:18]=1)[C:11]1[CH:16]=[CH:15][CH:14]=[CH:13][CH:12]=1. (9) Given the reactants Cl[CH2:2][C:3]1[CH:8]=[CH:7][N:6]=[C:5]2[N:9]([S:26]([C:29]3[CH:34]=[CH:33][C:32]([CH3:35])=[CH:31][CH:30]=3)(=[O:28])=[O:27])[C:10]([C:12]3[C:16]4=[N:17][C:18]([O:23][CH3:24])=[C:19]([O:21][CH3:22])[CH:20]=[C:15]4[N:14]([CH3:25])[CH:13]=3)=[CH:11][C:4]=12.[NH2:36][CH:37]1[CH2:42][CH2:41][CH:40]([NH:43][C:44](=[O:50])[O:45][C:46]([CH3:49])([CH3:48])[CH3:47])[CH2:39][CH2:38]1, predict the reaction product. The product is: [CH3:24][O:23][C:18]1[N:17]=[C:16]2[C:12]([C:10]3[N:9]([S:26]([C:29]4[CH:30]=[CH:31][C:32]([CH3:35])=[CH:33][CH:34]=4)(=[O:28])=[O:27])[C:5]4=[N:6][CH:7]=[CH:8][C:3]([CH2:2][NH:36][CH:37]5[CH2:42][CH2:41][CH:40]([NH:43][C:44](=[O:50])[O:45][C:46]([CH3:48])([CH3:47])[CH3:49])[CH2:39][CH2:38]5)=[C:4]4[CH:11]=3)=[CH:13][N:14]([CH3:25])[C:15]2=[CH:20][C:19]=1[O:21][CH3:22].